From a dataset of Reaction yield outcomes from USPTO patents with 853,638 reactions. Predict the reaction yield, written as a fraction of the theoretical maximum amount of product (1.0 means a 100% yield; for example, 0.34 means a 34% yield). (1) The reactants are [NH2:1][C:2]1[CH:3]=[N:4][CH:5]=[CH:6][C:7]=1[N:8]1[CH2:13][C@H:12]([CH3:14])[CH2:11][C@H:10]([NH:15][C:16](=[O:22])[O:17][C:18]([CH3:21])([CH3:20])[CH3:19])[CH2:9]1.[C:23]([O:27][C:28]([NH:30][C:31]1[O:39][C:38]2[C:33](=[N:34][CH:35]=[C:36]([C:40]3[CH:41]=[N:42][N:43]([CH3:45])[CH:44]=3)[CH:37]=2)[C:32]=1[C:46](O)=[O:47])=[O:29])([CH3:26])([CH3:25])[CH3:24].CCN(C(C)C)C(C)C.CN(C(ON1N=NC2C=CC=NC1=2)=[N+](C)C)C.F[P-](F)(F)(F)(F)F. The catalyst is ClCCCl. The product is [C:18]([O:17][C:16]([NH:15][C@H:10]1[CH2:11][C@@H:12]([CH3:14])[CH2:13][N:8]([C:7]2[CH:6]=[CH:5][N:4]=[CH:3][C:2]=2[NH:1][C:46]([C:32]2[C:33]3=[N:34][CH:35]=[C:36]([C:40]4[CH:41]=[N:42][N:43]([CH3:45])[CH:44]=4)[CH:37]=[C:38]3[O:39][C:31]=2[NH:30][C:28](=[O:29])[O:27][C:23]([CH3:25])([CH3:24])[CH3:26])=[O:47])[CH2:9]1)=[O:22])([CH3:21])([CH3:20])[CH3:19]. The yield is 0.170. (2) The reactants are [H-].[Al+3].[Li+].[H-].[H-].[H-].CN(C)C(=S)[S:10][C:11]1[CH:16]=[CH:15][CH:14]=[C:13]([O:17][CH3:18])[C:12]=1[OH:19].[OH-].[Na+]. The catalyst is C1COCC1. The product is [SH:10][C:11]1[CH:16]=[CH:15][CH:14]=[C:13]([O:17][CH3:18])[C:12]=1[OH:19]. The yield is 0.800. (3) The reactants are [Br:1][C:2]1[CH:3]=[C:4]2[C:11]3([C:15](=[O:16])[NH:14][C:13](=O)[NH:12]3)[CH2:10][CH:9]([C:18]3[CH:23]=[CH:22][CH:21]=[CH:20][CH:19]=3)[O:8][C:5]2=[CH:6][CH:7]=1.COC1C=CC(P2(SP(C3C=CC(OC)=CC=3)(=S)S2)=[S:33])=CC=1. The catalyst is O1CCOCC1. The product is [Br:1][C:2]1[CH:3]=[C:4]2[C:11]3([C:15](=[O:16])[NH:14][C:13](=[S:33])[NH:12]3)[CH2:10][CH:9]([C:18]3[CH:23]=[CH:22][CH:21]=[CH:20][CH:19]=3)[O:8][C:5]2=[CH:6][CH:7]=1. The yield is 0.670. (4) The reactants are Br[C:2]1[CH:7]=[CH:6][C:5]([CH2:8][O:9][C:10]2[CH:11]=[C:12]([CH2:16][CH2:17][C:18]([O:20][CH3:21])=[O:19])[CH:13]=[CH:14][CH:15]=2)=[CH:4][C:3]=1[CH3:22].[F-].[Cs+].[CH2:25]([O:29][C:30]1[CH:35]=[CH:34][C:33]([O:36][CH3:37])=[CH:32][C:31]=1B(O)O)[CH2:26][CH2:27][CH3:28]. The catalyst is C1C=CC([P]([Pd]([P](C2C=CC=CC=2)(C2C=CC=CC=2)C2C=CC=CC=2)([P](C2C=CC=CC=2)(C2C=CC=CC=2)C2C=CC=CC=2)[P](C2C=CC=CC=2)(C2C=CC=CC=2)C2C=CC=CC=2)(C2C=CC=CC=2)C2C=CC=CC=2)=CC=1.COCCOC. The product is [CH2:25]([O:29][C:30]1[CH:31]=[CH:32][C:33]([O:36][CH3:37])=[CH:34][C:35]=1[C:2]1[CH:7]=[CH:6][C:5]([CH2:8][O:9][C:10]2[CH:11]=[C:12]([CH2:16][CH2:17][C:18]([O:20][CH3:21])=[O:19])[CH:13]=[CH:14][CH:15]=2)=[CH:4][C:3]=1[CH3:22])[CH2:26][CH2:27][CH3:28]. The yield is 0.950. (5) The reactants are Br[C:2]1[CH:7]=[CH:6][C:5]([CH3:8])=[C:4]([N+:9]([O-:11])=[O:10])[CH:3]=1.P([O-])([O-])([O-])=O.[K+].[K+].[K+].[NH:20]1[CH2:25][CH2:24][O:23][CH2:22][CH2:21]1.COC1C=CC=C(OC)C=1C1C=CC=CC=1P(C1CCCCC1)C1CCCCC1. The catalyst is [Pd].[Pd].C(=CC(C=CC1C=CC=CC=1)=O)C1C=CC=CC=1.C(=CC(C=CC1C=CC=CC=1)=O)C1C=CC=CC=1.C(=CC(C=CC1C=CC=CC=1)=O)C1C=CC=CC=1.O.CN(C=O)C. The product is [CH3:8][C:5]1[CH:6]=[CH:7][C:2]([N:20]2[CH2:25][CH2:24][O:23][CH2:22][CH2:21]2)=[CH:3][C:4]=1[N+:9]([O-:11])=[O:10]. The yield is 0.930.